This data is from Reaction yield outcomes from USPTO patents with 853,638 reactions. The task is: Predict the reaction yield, written as a fraction of the theoretical maximum amount of product (1.0 means a 100% yield; for example, 0.34 means a 34% yield). (1) The reactants are [C:1]([C:3]1[CH:4]=[C:5]([NH:9][C:10]2[C:19]3[C:14](=[CH:15][CH:16]=[C:17]([N+:20]([O-])=O)[CH:18]=3)[N:13]=[CH:12][N:11]=2)[CH:6]=[CH:7][CH:8]=1)#[CH:2].O.O.Cl[Sn]Cl.C([O-])(O)=O.[Na+]. The catalyst is C(OCC)(=O)C. The product is [C:1]([C:3]1[CH:4]=[C:5]([NH:9][C:10]2[C:19]3[C:14](=[CH:15][CH:16]=[C:17]([NH2:20])[CH:18]=3)[N:13]=[CH:12][N:11]=2)[CH:6]=[CH:7][CH:8]=1)#[CH:2]. The yield is 0.890. (2) The reactants are Br[C:2]1[CH:8]=[C:7]([N+:9]([O-:11])=[O:10])[CH:6]=[CH:5][C:3]=1[NH2:4].[C:12]([CH:14]1[CH2:16][CH2:15]1)#[CH:13]. The catalyst is C(N(CC)CC)C.[Cu]I.Cl[Pd](Cl)([P](C1C=CC=CC=1)(C1C=CC=CC=1)C1C=CC=CC=1)[P](C1C=CC=CC=1)(C1C=CC=CC=1)C1C=CC=CC=1. The product is [CH:14]1([C:12]#[C:13][C:2]2[CH:8]=[C:7]([N+:9]([O-:11])=[O:10])[CH:6]=[CH:5][C:3]=2[NH2:4])[CH2:16][CH2:15]1. The yield is 0.230.